Task: Regression. Given a peptide amino acid sequence and an MHC pseudo amino acid sequence, predict their binding affinity value. This is MHC class I binding data.. Dataset: Peptide-MHC class I binding affinity with 185,985 pairs from IEDB/IMGT (1) The peptide sequence is ASALYREAL. The MHC is Patr-A0401 with pseudo-sequence Patr-A0401. The binding affinity (normalized) is 0. (2) The peptide sequence is ALMRWRHPR. The MHC is HLA-A03:01 with pseudo-sequence HLA-A03:01. The binding affinity (normalized) is 0.575. (3) The peptide sequence is ITPTIEDDK. The MHC is HLA-A03:01 with pseudo-sequence HLA-A03:01. The binding affinity (normalized) is 0. (4) The MHC is HLA-A23:01 with pseudo-sequence HLA-A23:01. The peptide sequence is GMKRSFYVY. The binding affinity (normalized) is 0. (5) The peptide sequence is KMVAWWAGI. The MHC is HLA-B27:05 with pseudo-sequence HLA-B27:05. The binding affinity (normalized) is 0.326. (6) The peptide sequence is YIPGTSVIR. The MHC is HLA-A03:01 with pseudo-sequence HLA-A03:01. The binding affinity (normalized) is 0. (7) The peptide sequence is NGTLEFTPI. The MHC is HLA-A02:01 with pseudo-sequence HLA-A02:01. The binding affinity (normalized) is 0.140. (8) The peptide sequence is FLWTQSLRR. The MHC is HLA-A33:01 with pseudo-sequence HLA-A33:01. The binding affinity (normalized) is 0.263. (9) The peptide sequence is RPRLHSISF. The MHC is HLA-B07:02 with pseudo-sequence HLA-B07:02. The binding affinity (normalized) is 1.00.